This data is from Full USPTO retrosynthesis dataset with 1.9M reactions from patents (1976-2016). The task is: Predict the reactants needed to synthesize the given product. (1) The reactants are: [F:1][C:2]1[CH:7]=[CH:6][C:5]([C@@H:8]2[CH2:13][CH2:12][CH2:11][CH2:10][C@H:9]2[C:14](O)=[O:15])=[CH:4][CH:3]=1.C(=O)([O-])[O-].[Cs+].[Cs+].S(OC)(OC)(=O)=O.[BH4-].[Li+].CO.[Cl-].[NH4+]. Given the product [F:1][C:2]1[CH:3]=[CH:4][C:5]([C@@H:8]2[CH2:13][CH2:12][CH2:11][CH2:10][C@H:9]2[CH2:14][OH:15])=[CH:6][CH:7]=1, predict the reactants needed to synthesize it. (2) Given the product [Cl:36][C:28]1[CH:27]=[C:26]([CH:31]=[CH:30][C:29]=1[O:32][CH2:33][CH2:34][CH3:35])[CH2:25][N:9]1[CH2:10][CH2:11][C:12]2[C:17](=[CH:16][CH:15]=[C:14]([CH:18]([NH:20][C:21](=[O:23])[CH3:22])[CH3:19])[CH:13]=2)[CH2:8]1, predict the reactants needed to synthesize it. The reactants are: FC(F)(F)C(O)=O.[CH2:8]1[C:17]2[C:12](=[CH:13][C:14]([CH:18]([NH:20][C:21](=[O:23])[CH3:22])[CH3:19])=[CH:15][CH:16]=2)[CH2:11][CH2:10][NH:9]1.Br[CH2:25][C:26]1[CH:31]=[CH:30][C:29]([O:32][CH2:33][CH2:34][CH3:35])=[C:28]([Cl:36])[CH:27]=1.C([O-])([O-])=O.[Cs+].[Cs+].O. (3) The reactants are: CO.C([O:6][C@H:7]1[CH2:24][CH2:23][C@@:22]2([CH3:25])[C:9](=[CH:10][C@H:11]([OH:27])[C@@H:12]3[C@@H:21]2[CH2:20][CH2:19][C@@:17]2([CH3:18])[C@H:13]3[CH2:14][CH2:15][C:16]2=[O:26])[CH2:8]1)(=O)C.C([O-])([O-])=O.[Na+].[Na+]. Given the product [CH3:18][C@:17]12[CH2:19][CH2:20][C@H:21]3[C@@H:12]([C@@H:11]([OH:27])[CH:10]=[C:9]4[C@:22]3([CH3:25])[CH2:23][CH2:24][C@H:7]([OH:6])[CH2:8]4)[C@@H:13]1[CH2:14][CH2:15][C:16]2=[O:26], predict the reactants needed to synthesize it. (4) The reactants are: O=C1C2C(=CC=CC=2)C(=O)[N:3]1[CH2:12][C:13]1[C:18](C)=[C:17]([I:20])[C:16](C)=[CH:15][N:14]=1.NN. Given the product [NH2:3][CH2:12][C:13]1[CH:18]=[C:17]([I:20])[CH:16]=[CH:15][N:14]=1, predict the reactants needed to synthesize it. (5) Given the product [N:22]1([C:23]2[CH:24]=[CH:25][C:26]([NH:29][C:4]3[N:16]=[CH:15][C:7]4=[CH:8][C:9]5[C:14]([N:6]4[N:5]=3)=[CH:13][CH:12]=[CH:11][CH:10]=5)=[CH:27][CH:28]=2)[CH2:21][CH2:20][O:19][CH2:18][CH2:17]1, predict the reactants needed to synthesize it. The reactants are: CS([C:4]1[N:16]=[CH:15][C:7]2=[CH:8][C:9]3[C:14]([N:6]2[N:5]=1)=[CH:13][CH:12]=[CH:11][CH:10]=3)=O.[CH2:17]1[N:22]([C:23]2[CH:28]=[CH:27][C:26]([NH2:29])=[CH:25][CH:24]=2)[CH2:21][CH2:20][O:19][CH2:18]1.CN1CCCC1=O.